From a dataset of Forward reaction prediction with 1.9M reactions from USPTO patents (1976-2016). Predict the product of the given reaction. (1) Given the reactants [OH:1][C:2]1[CH:7]=[CH:6][C:5]([CH2:8][CH2:9][S:10][CH:11]([CH2:15][C:16]2[CH:21]=[CH:20][C:19]([CH2:22][CH2:23][O:24][C:25]3[CH:30]=[CH:29][C:28]([O:31][S:32]([CH3:35])(=[O:34])=[O:33])=[CH:27][CH:26]=3)=[CH:18][CH:17]=2)[C:12]([OH:14])=[O:13])=[CH:4][CH:3]=1.[C:36]1([C@H:46]([NH2:48])[CH3:47])[C:45]2[C:40](=[CH:41][CH:42]=[CH:43][CH:44]=2)[CH:39]=[CH:38][CH:37]=1, predict the reaction product. The product is: [C:36]1([C@H:46]([NH2:48])[CH3:47])[C:45]2[C:40](=[CH:41][CH:42]=[CH:43][CH:44]=2)[CH:39]=[CH:38][CH:37]=1.[OH:1][C:2]1[CH:7]=[CH:6][C:5]([CH2:8][CH2:9][S:10][CH:11]([CH2:15][C:16]2[CH:21]=[CH:20][C:19]([CH2:22][CH2:23][O:24][C:25]3[CH:26]=[CH:27][C:28]([O:31][S:32]([CH3:35])(=[O:34])=[O:33])=[CH:29][CH:30]=3)=[CH:18][CH:17]=2)[C:12]([OH:14])=[O:13])=[CH:4][CH:3]=1. (2) Given the reactants [N:1]([C:4]1[CH:5]=[C:6]2[C:15](=[CH:16][CH:17]=1)[N:14]=[C:13]1[C:8]([C:9]3[CH:25]=[CH:24][CH:23]=[CH:22][C:10]=3[C:11]3[CH:21]=[CH:20][CH:19]=[CH:18][C:12]=31)=[N:7]2)=[C:2]=[S:3].[NH:26]1[CH2:31][CH2:30][O:29][CH2:28][CH2:27]1, predict the reaction product. The product is: [CH:18]1[C:12]2[C:13]3[C:8]([C:9]4[CH:25]=[CH:24][CH:23]=[CH:22][C:10]=4[C:11]=2[CH:21]=[CH:20][CH:19]=1)=[N:7][C:6]1[C:15](=[CH:16][CH:17]=[C:4]([NH:1][C:2]([N:26]2[CH2:31][CH2:30][O:29][CH2:28][CH2:27]2)=[S:3])[CH:5]=1)[N:14]=3. (3) Given the reactants C([O:4][C:5]1[CH:10]=[C:9]([C:11]#[N:12])[C:8](Br)=[C:7]([C:14]#[N:15])[C:6]=1[O:16]C(=O)C)(=O)C.[CH3:20][C:21]1[CH:22]=[C:23](B(O)O)[CH:24]=[C:25]([CH3:31])[C:26]=1[O:27][CH:28]([CH3:30])[CH3:29], predict the reaction product. The product is: [OH:16][C:6]1[C:5]([OH:4])=[CH:10][C:9]([C:11]#[N:12])=[C:8]([C:23]2[CH:24]=[C:25]([CH3:31])[C:26]([O:27][CH:28]([CH3:29])[CH3:30])=[C:21]([CH3:20])[CH:22]=2)[C:7]=1[C:14]#[N:15]. (4) Given the reactants [N+:1]([C:4]1[CH:12]=[CH:11][CH:10]=[CH:9][C:5]=1[C:6]([OH:8])=[O:7])([O-:3])=[O:2].[C:13]1([OH:19])[CH:18]=[CH:17][CH:16]=[CH:15][CH:14]=1, predict the reaction product. The product is: [O:19]([C:12]1[C:4]([N+:1]([O-:3])=[O:2])=[C:5]([CH:9]=[CH:10][CH:11]=1)[C:6]([OH:8])=[O:7])[C:13]1[CH:18]=[CH:17][CH:16]=[CH:15][CH:14]=1. (5) Given the reactants [Cl:1][C:2]1[CH:21]=[C:20]([Cl:22])[CH:19]=[CH:18][C:3]=1[O:4][CH2:5][C:6]1[CH:7]=[C:8]([CH2:16][OH:17])[CH:9]=[C:10]([O:12][CH:13]([CH3:15])[CH3:14])[CH:11]=1.[CH2:23]([N:25]1[C:29]([CH2:30][CH2:31][C:32]([O:34]CC)=[O:33])=[CH:28][C:27](O)=[N:26]1)[CH3:24].C(P(CCCC)CCCC)CCC.N(C(N1CCCCC1)=O)=NC(N1CCCCC1)=O.O1CCCC1CCO.[OH-].[Na+].Cl, predict the reaction product. The product is: [Cl:1][C:2]1[CH:21]=[C:20]([Cl:22])[CH:19]=[CH:18][C:3]=1[O:4][CH2:5][C:6]1[CH:7]=[C:8]([CH:9]=[C:10]([O:12][CH:13]([CH3:15])[CH3:14])[CH:11]=1)[CH2:16][O:17][C:27]1[CH:28]=[C:29]([CH2:30][CH2:31][C:32]([OH:34])=[O:33])[N:25]([CH2:23][CH3:24])[N:26]=1. (6) The product is: [CH:2]1([CH2:5][O:6][C:7]2[CH:12]=[C:11]([O:13][CH3:14])[CH:10]=[CH:9][C:8]=2[C:15]2[C:16]3[NH:23][C:22]([CH3:24])=[C:21]([C:25]([NH:27][C@H:28]4[C@H:32]([OH:33])[CH2:31][N:30]([C:34](=[O:37])[CH2:35][CH3:36])[CH2:29]4)=[O:26])[C:17]=3[N:18]=[CH:19][N:20]=2)[CH2:4][CH2:3]1. Given the reactants Cl.[CH:2]1([CH2:5][O:6][C:7]2[CH:12]=[C:11]([O:13][CH3:14])[CH:10]=[CH:9][C:8]=2[C:15]2[C:16]3[NH:23][C:22]([CH3:24])=[C:21]([C:25]([NH:27][C@H:28]4[C@H:32]([OH:33])[CH2:31][NH:30][CH2:29]4)=[O:26])[C:17]=3[N:18]=[CH:19][N:20]=2)[CH2:4][CH2:3]1.[C:34](Cl)(=[O:37])[CH2:35][CH3:36], predict the reaction product. (7) The product is: [NH2:42][C:41]1[C:36]2[C:35](=[CH:40][CH:39]=[CH:38][N:37]=2)[NH:34][C:26](=[O:27])[C:25]=1[C:23]1[NH:22][C:21]2[CH:31]=[CH:32][C:18]([N:15]3[CH2:16][CH2:17][CH:13]([N:12]([CH3:11])[CH3:33])[CH2:14]3)=[CH:19][C:20]=2[N:24]=1. Given the reactants [Li+].C[Si]([N-][Si](C)(C)C)(C)C.[CH3:11][N:12]([CH3:33])[CH:13]1[CH2:17][CH2:16][N:15]([C:18]2[CH:32]=[CH:31][C:21]3[NH:22][C:23]([CH2:25][C:26](OCC)=[O:27])=[N:24][C:20]=3[CH:19]=2)[CH2:14]1.[NH2:34][C:35]1[C:36]([C:41]#[N:42])=[N:37][CH:38]=[CH:39][CH:40]=1, predict the reaction product. (8) The product is: [CH3:8][O:9][C:10]1[CH:11]=[C:12]2[C:17](=[CH:18][C:19]=1[O:20][CH3:21])[N:16]=[CH:15][N:14]=[C:13]2[N:22]1[CH2:26][CH2:25][CH:24]([NH:27][C:38](=[O:39])[CH2:37][C:34]2[CH:35]=[CH:36][C:31]([CH:28]([CH3:29])[CH3:30])=[CH:32][CH:33]=2)[CH2:23]1. Given the reactants FC(F)(F)C(O)=O.[CH3:8][O:9][C:10]1[CH:11]=[C:12]2[C:17](=[CH:18][C:19]=1[O:20][CH3:21])[N:16]=[CH:15][N:14]=[C:13]2[N:22]1[CH2:26][CH2:25][CH:24]([NH2:27])[CH2:23]1.[CH:28]([C:31]1[CH:36]=[CH:35][C:34]([CH2:37][C:38](O)=[O:39])=[CH:33][CH:32]=1)([CH3:30])[CH3:29].C1C=CC2N(O)N=NC=2C=1.CN(C(ON1N=NC2C=CC=CC1=2)=[N+](C)C)C.F[P-](F)(F)(F)(F)F.CCN(C(C)C)C(C)C, predict the reaction product. (9) Given the reactants C(O[CH:4]=[C:5]([C:11]([O:13]CC)=O)[C:6]([O:8][CH2:9][CH3:10])=[O:7])C.Cl.[C:17](=[NH:20])([NH2:19])[CH3:18].[O-]CC.[Na+], predict the reaction product. The product is: [CH3:18][C:17]1[NH:20][C:11](=[O:13])[C:5]([C:6]([O:8][CH2:9][CH3:10])=[O:7])=[CH:4][N:19]=1.